This data is from Forward reaction prediction with 1.9M reactions from USPTO patents (1976-2016). The task is: Predict the product of the given reaction. (1) Given the reactants [NH2:1][CH2:2][C@H:3]1[C@@H:8]([CH3:9])[CH2:7][CH2:6][CH2:5][N:4]1[C:10]([C:12]1[CH:17]=[C:16]([CH3:18])[CH:15]=[CH:14][C:13]=1[N:19]1[N:23]=[CH:22][CH:21]=[N:20]1)=[O:11].Cl[C:25]1[N:30]=[CH:29][C:28]([Cl:31])=[CH:27][N:26]=1, predict the reaction product. The product is: [Cl:31][C:28]1[CH:27]=[N:26][C:25]([NH:1][CH2:2][C@H:3]2[C@@H:8]([CH3:9])[CH2:7][CH2:6][CH2:5][N:4]2[C:10]([C:12]2[CH:17]=[C:16]([CH3:18])[CH:15]=[CH:14][C:13]=2[N:19]2[N:23]=[CH:22][CH:21]=[N:20]2)=[O:11])=[N:30][CH:29]=1. (2) Given the reactants [CH3:1][S:2]([C:5]1[CH:10]=[CH:9][C:8]([N+:11]([O-])=O)=[CH:7][C:6]=1[C:14]([F:17])([F:16])[F:15])(=[O:4])=[O:3].[Cl-].[NH4+].O, predict the reaction product. The product is: [CH3:1][S:2]([C:5]1[CH:10]=[CH:9][C:8]([NH2:11])=[CH:7][C:6]=1[C:14]([F:15])([F:16])[F:17])(=[O:4])=[O:3]. (3) Given the reactants IC1C=C(N[C:10](=[O:23])[CH2:11][C:12]([NH:14][C:15]2[CH:20]=[CH:19][C:18]([CH3:21])=[C:17]([I:22])[CH:16]=2)=[O:13])C=CC=1C.[Cl-].[Al+3].[Cl-].[Cl-].[Cl-].[Na+], predict the reaction product. The product is: [OH:23][C:10]1[C:20]2[C:15](=[CH:16][C:17]([I:22])=[C:18]([CH3:21])[CH:19]=2)[NH:14][C:12](=[O:13])[CH:11]=1. (4) Given the reactants [C:1]([CH:7]([OH:14])[CH2:8][CH:9]([OH:13])[CH2:10][CH2:11][OH:12])(=[O:6])[C:2]([CH3:5])([CH3:4])[CH3:3].N1C=CN=C1.[Si:20](Cl)([C:33]([CH3:36])([CH3:35])[CH3:34])([C:27]1[CH:32]=[CH:31][CH:30]=[CH:29][CH:28]=1)[C:21]1[CH:26]=[CH:25][CH:24]=[CH:23][CH:22]=1, predict the reaction product. The product is: [Si:20]([CH:11]([OH:12])[CH2:10][CH:9]([OH:13])[CH2:8][CH:7]([C:1](=[O:6])[C:2]([CH3:5])([CH3:4])[CH3:3])[OH:14])([C:33]([CH3:36])([CH3:35])[CH3:34])([C:27]1[CH:28]=[CH:29][CH:30]=[CH:31][CH:32]=1)[C:21]1[CH:26]=[CH:25][CH:24]=[CH:23][CH:22]=1. (5) Given the reactants [Br:1][C:2]1[CH:7]=[CH:6][C:5]([N+:8]([O-:10])=[O:9])=[CH:4][C:3]=1[NH:11]N.[Cl:13][C:14]1[CH:24]=[CH:23][C:17]([O:18][CH2:19][C:20](=O)[CH3:21])=[CH:16][CH:15]=1, predict the reaction product. The product is: [Br:1][C:2]1[CH:7]=[CH:6][C:5]([N+:8]([O-:10])=[O:9])=[C:4]2[C:3]=1[NH:11][C:20]([CH3:21])=[C:19]2[O:18][C:17]1[CH:16]=[CH:15][C:14]([Cl:13])=[CH:24][CH:23]=1. (6) Given the reactants [H-].[Na+].[CH3:3][O:4][CH2:5][CH2:6][N:7]1[CH:11]=[CH:10][N:9]=[C:8]1[C:12](=[O:14])[CH3:13].Cl.C([O-])(O)=O.[Na+].[CH3:21][O:22][C:23](=O)[O:24]C, predict the reaction product. The product is: [CH3:3][O:4][CH2:5][CH2:6][N:7]1[CH:11]=[CH:10][N:9]=[C:8]1[C:12](=[O:14])[CH2:13][C:23]([O:22][CH3:21])=[O:24].